Binary Classification. Given a drug SMILES string, predict its activity (active/inactive) in a high-throughput screening assay against a specified biological target. From a dataset of M1 muscarinic receptor antagonist screen with 61,756 compounds. (1) The drug is S(CC1OC(=O)C(C1)(CC)C(OCC)=O)c1[nH]c2c(n1)cccc2. The result is 0 (inactive). (2) The molecule is s1c2c(CCN(C2)C)c2c1ncn1[nH]\c(nc21)=C1\C(=O)C=CC=C1. The result is 1 (active). (3) The compound is O=C(N(C1CCCCC1)Cc1cc2c([nH]c1=O)ccc(OC)c2)NC1CCCCC1. The result is 0 (inactive). (4) The drug is O=C(N1CCCc2c1cccc2)c1c(=O)n2c(nc1)cccc2. The result is 0 (inactive). (5) The molecule is S(=O)(=O)(N(CC1OCCC1)Cc1cc2c([nH]c1=O)ccc(c2)C)c1c2nsnc2ccc1. The result is 0 (inactive). (6) The drug is s1c(NC2N(C(=O)N(C2(C)C)C)c2ccccc2)nnc1. The result is 0 (inactive).